Dataset: Peptide-MHC class I binding affinity with 185,985 pairs from IEDB/IMGT. Task: Regression. Given a peptide amino acid sequence and an MHC pseudo amino acid sequence, predict their binding affinity value. This is MHC class I binding data. (1) The peptide sequence is GLEAYIQGI. The MHC is HLA-B15:01 with pseudo-sequence HLA-B15:01. The binding affinity (normalized) is 0.0847. (2) The peptide sequence is KIISEIGQL. The MHC is HLA-B35:01 with pseudo-sequence HLA-B35:01. The binding affinity (normalized) is 0.0847. (3) The peptide sequence is QTDAAVKNW. The MHC is Mamu-B17 with pseudo-sequence Mamu-B17. The binding affinity (normalized) is 0. (4) The peptide sequence is RTFSFQLI. The MHC is Mamu-B17 with pseudo-sequence Mamu-B17. The binding affinity (normalized) is 0.